This data is from Peptide-MHC class II binding affinity with 134,281 pairs from IEDB. The task is: Regression. Given a peptide amino acid sequence and an MHC pseudo amino acid sequence, predict their binding affinity value. This is MHC class II binding data. The peptide sequence is FFGQNTAAIAATEAQ. The MHC is DRB4_0101 with pseudo-sequence DRB4_0103. The binding affinity (normalized) is 0.174.